Dataset: Full USPTO retrosynthesis dataset with 1.9M reactions from patents (1976-2016). Task: Predict the reactants needed to synthesize the given product. (1) Given the product [ClH:25].[ClH:25].[NH:15]1[CH2:16][CH2:17][CH:12]([C:9]2[N:8]=[C:7]([C:2]3[CH:3]=[CH:4][CH:5]=[CH:6][N:1]=3)[NH:11][N:10]=2)[CH2:13][CH2:14]1, predict the reactants needed to synthesize it. The reactants are: [N:1]1[CH:6]=[CH:5][CH:4]=[CH:3][C:2]=1[C:7]1[NH:11][N:10]=[C:9]([CH:12]2[CH2:17][CH2:16][N:15](C(OC(C)(C)C)=O)[CH2:14][CH2:13]2)[N:8]=1.[ClH:25]. (2) Given the product [Cl:21][C:13]1[O:14][C:10]([C:6]2[CH:5]=[C:4]([CH:9]=[CH:8][CH:7]=2)[C:3]([NH:2][CH3:1])=[O:15])=[CH:11][N:12]=1, predict the reactants needed to synthesize it. The reactants are: [CH3:1][NH:2][C:3](=[O:15])[C:4]1[CH:9]=[CH:8][CH:7]=[C:6]([C:10]2[O:14][CH:13]=[N:12][CH:11]=2)[CH:5]=1.[Li]CCCC.[Cl:21]C(Cl)(Cl)C(Cl)(Cl)Cl. (3) Given the product [Cl:1][C:2]([Cl:9])([Cl:8])[CH2:3][O:4][C:5](=[O:6])[N:29]([CH3:30])[CH:27]1[CH2:28][C:23]2[C:24]([CH3:32])([CH:19]3[CH:20]([CH2:21][CH:22]=2)[CH:15]2[CH2:14][CH2:13][CH:12]4[CH:11]([CH3:10])[N:34]([CH3:35])[CH2:33][C:16]24[CH2:17][CH2:18]3)[CH2:25][CH2:26]1, predict the reactants needed to synthesize it. The reactants are: [Cl:1][C:2]([Cl:9])([Cl:8])[CH2:3][O:4][C:5](Cl)=[O:6].[CH3:10][C@@H:11]1[N:34]([CH3:35])[CH2:33][C@:16]23[CH2:17][CH2:18][C@@H:19]4[C@@:24]5([CH3:32])[CH2:25][CH2:26][C@H:27]([N:29](C)[CH3:30])[CH2:28][C:23]5=[CH:22][CH2:21][C@H:20]4[C@@H:15]2[CH2:14][CH2:13][C@H:12]13. (4) Given the product [CH2:16]([NH:10][C:9]1[CH:11]=[CH:12][C:13]([F:15])=[CH:14][C:8]=1[F:7])[C:17]1[CH:22]=[CH:21][CH:20]=[CH:19][CH:18]=1, predict the reactants needed to synthesize it. The reactants are: S([O-])([O-])(=O)=O.[Mg+2].[F:7][C:8]1[CH:14]=[C:13]([F:15])[CH:12]=[CH:11][C:9]=1[NH2:10].[CH:16](=O)[C:17]1[CH:22]=[CH:21][CH:20]=[CH:19][CH:18]=1.B.[Na]. (5) Given the product [C:33]1([O:1][CH2:2][CH2:3][N:4]2[C:12]3[CH:11]=[CH:10][CH:9]=[CH:8][C:7]=3[C:6]3[CH2:13][CH2:14][N:15]([C:18]([O:20][C:21]([CH3:24])([CH3:23])[CH3:22])=[O:19])[CH2:16][CH2:17][C:5]2=3)[C:34]2[CH2:25][CH2:26][CH2:27][CH2:28][C:29]=2[CH:30]=[CH:31][CH:32]=1, predict the reactants needed to synthesize it. The reactants are: [OH:1][CH2:2][CH2:3][N:4]1[C:12]2[CH:11]=[CH:10][CH:9]=[CH:8][C:7]=2[C:6]2[CH2:13][CH2:14][N:15]([C:18]([O:20][C:21]([CH3:24])([CH3:23])[CH3:22])=[O:19])[CH2:16][CH2:17][C:5]1=2.[C:25]1(O)[C:34]2[CH2:33][CH2:32][CH2:31][CH2:30][C:29]=2[CH:28]=[CH:27][CH:26]=1.N(C(OC(C)(C)C)=O)=NC(OC(C)(C)C)=O. (6) Given the product [Na:1].[CH2:35]1[C:4]2([O:9][CH2:8][CH:7]([CH2:10][O:11][C:12]3[CH:17]=[CH:16][N:15]=[C:14]([CH2:18][S:19]([C:21]4[NH:25][C:24]5[CH:26]=[CH:27][CH:28]=[CH:29][C:23]=5[N:22]=4)=[O:20])[C:13]=3[CH3:30])[CH2:6][O:5]2)[CH2:33][CH2:32][CH2:31]1, predict the reactants needed to synthesize it. The reactants are: [Na:1].CO[CH:4]1[O:9][CH2:8][CH:7]([CH2:10][O:11][C:12]2[CH:17]=[CH:16][N:15]=[C:14]([CH2:18][S:19]([C:21]3[NH:25][C:24]4[CH:26]=[CH:27][CH:28]=[CH:29][C:23]=4[N:22]=3)=[O:20])[C:13]=2[CH3:30])[CH2:6][O:5]1.[CH2:31]1[C:35]2(OCC(CO)CO2)C[CH2:33][CH2:32]1. (7) Given the product [F:8][C:5]1[CH:6]=[CH:7][C:2]2[N:1]=[C:12]([C:14]3[CH:21]=[CH:20][C:17]([C:18]#[N:19])=[CH:16][CH:15]=3)[CH2:11][O:9][C:3]=2[CH:4]=1, predict the reactants needed to synthesize it. The reactants are: [NH2:1][C:2]1[CH:7]=[CH:6][C:5]([F:8])=[CH:4][C:3]=1[OH:9].Br[CH2:11][C:12]([C:14]1[CH:21]=[CH:20][C:17]([C:18]#[N:19])=[CH:16][CH:15]=1)=O.